From a dataset of Catalyst prediction with 721,799 reactions and 888 catalyst types from USPTO. Predict which catalyst facilitates the given reaction. (1) Reactant: [CH3:1][N:2]1[CH2:7][CH2:6][C:5](=O)[CH2:4][CH2:3]1.O.[NH2:10][NH2:11]. Product: [CH3:1][N:2]1[CH2:7][CH2:6][C:5](=[N:10][NH2:11])[CH2:4][CH2:3]1. The catalyst class is: 5. (2) The catalyst class is: 4. Product: [F:26][C:23]1[CH:24]=[CH:25][C:20]([C:18]2[NH:19][CH:15]([CH:12]3[CH2:11][CH2:10][N:9]([C:33]4[N:38]=[CH:37][N:36]=[C:35]5[NH:39][N:40]=[CH:41][C:34]=45)[CH2:14][CH2:13]3)[N:16]([CH3:31])[CH:17]=2)=[CH:21][C:22]=1[C:27]([F:29])([F:28])[F:30]. Reactant: Cl.C(OC([N:9]1[CH2:14][CH2:13][CH:12]([C:15]2[N:16]([CH3:31])[CH:17]=[C:18]([C:20]3[CH:25]=[CH:24][C:23]([F:26])=[C:22]([C:27]([F:30])([F:29])[F:28])[CH:21]=3)[N:19]=2)[CH2:11][CH2:10]1)=O)(C)(C)C.Cl[C:33]1[N:38]=[CH:37][N:36]=[C:35]2[NH:39][N:40]=[CH:41][C:34]=12.C(N(CC)CC)C. (3) Reactant: [CH3:1][O:2][C:3]1[CH:17]=[CH:16][C:6]([CH2:7][C:8]2[S:9][CH:10]=[C:11]([C:13]([OH:15])=O)[N:12]=2)=[CH:5][CH:4]=1.[CH3:18][O:19][C:20]1[CH:21]=[C:22]([C:28]2([CH2:33][NH2:34])[CH2:32][CH2:31][CH2:30][CH2:29]2)[CH:23]=[CH:24][C:25]=1[O:26][CH3:27].C(N(CC)CC)C.F[P-](F)(F)(F)(F)F.C[N+](C)=C(N(C)C)O. Product: [CH3:18][O:19][C:20]1[CH:21]=[C:22]([C:28]2([CH2:33][NH:34][C:13]([C:11]3[N:12]=[C:8]([CH2:7][C:6]4[CH:5]=[CH:4][C:3]([O:2][CH3:1])=[CH:17][CH:16]=4)[S:9][CH:10]=3)=[O:15])[CH2:29][CH2:30][CH2:31][CH2:32]2)[CH:23]=[CH:24][C:25]=1[O:26][CH3:27]. The catalyst class is: 10. (4) Reactant: [OH:1][CH2:2][CH2:3][C:4]1([CH2:18][CH2:19][OH:20])[CH2:10][CH2:9][CH2:8][N:7]([C:11]([O:13][C:14]([CH3:17])([CH3:16])[CH3:15])=[O:12])[CH2:6][CH2:5]1.[S:21](Cl)([CH3:24])(=[O:23])=[O:22]. Product: [CH3:24][S:21]([O:1][CH2:2][CH2:3][C:4]1([CH2:18][CH2:19][O:20][S:21]([CH3:24])(=[O:23])=[O:22])[CH2:10][CH2:9][CH2:8][N:7]([C:11]([O:13][C:14]([CH3:16])([CH3:15])[CH3:17])=[O:12])[CH2:6][CH2:5]1)(=[O:23])=[O:22]. The catalyst class is: 34. (5) Reactant: [NH2:1][C:2]1[C:3]([O:53][CH3:54])=[C:4]([NH:12][C:13]([NH:15][C:16]2[C:25]3[C:20](=[CH:21][CH:22]=[CH:23][CH:24]=3)[C:19]([O:26][C:27]3[CH:32]=[CH:31][N:30]=[C:29]([NH:33][C:34]4[CH:39]=[C:38]([O:40][CH2:41][CH2:42][O:43][CH2:44][CH2:45][O:46][CH2:47][CH2:48][O:49][CH3:50])[CH:37]=[C:36]([O:51][CH3:52])[CH:35]=4)[N:28]=3)=[CH:18][CH:17]=2)=[O:14])[CH:5]=[C:6]([C:8]([CH3:11])([CH3:10])[CH3:9])[CH:7]=1.Cl[C:56]1[N:61]=[CH:60][CH:59]=[CH:58][N:57]=1. Product: [C:8]([C:6]1[CH:7]=[C:2]([NH:1][C:56]2[N:61]=[CH:60][CH:59]=[CH:58][N:57]=2)[C:3]([O:53][CH3:54])=[C:4]([NH:12][C:13]([NH:15][C:16]2[C:25]3[C:20](=[CH:21][CH:22]=[CH:23][CH:24]=3)[C:19]([O:26][C:27]3[CH:32]=[CH:31][N:30]=[C:29]([NH:33][C:34]4[CH:39]=[C:38]([O:40][CH2:41][CH2:42][O:43][CH2:44][CH2:45][O:46][CH2:47][CH2:48][O:49][CH3:50])[CH:37]=[C:36]([O:51][CH3:52])[CH:35]=4)[N:28]=3)=[CH:18][CH:17]=2)=[O:14])[CH:5]=1)([CH3:10])([CH3:11])[CH3:9]. The catalyst class is: 118. (6) Reactant: [Cl:1][C:2]1[C:7]([CH2:8][CH:9]([OH:12])[CH2:10][OH:11])=[C:6]([N:13]([C:21]2[CH:26]=[CH:25][C:24]([O:27][CH2:28][CH3:29])=[CH:23][CH:22]=2)[C:14](=[O:20])[O:15][C:16]([CH3:19])([CH3:18])[CH3:17])[N:5]2[N:30]=[CH:31][CH:32]=[C:4]2[N:3]=1.C(N(CC)CC)C.[C:40]([Si:44](Cl)([CH3:46])[CH3:45])([CH3:43])([CH3:42])[CH3:41].Cl. Product: [Si:44]([O:11][CH2:10][CH:9]([OH:12])[CH2:8][C:7]1[C:2]([Cl:1])=[N:3][C:4]2[N:5]([N:30]=[CH:31][CH:32]=2)[C:6]=1[N:13]([C:21]1[CH:22]=[CH:23][C:24]([O:27][CH2:28][CH3:29])=[CH:25][CH:26]=1)[C:14](=[O:20])[O:15][C:16]([CH3:18])([CH3:17])[CH3:19])([C:40]([CH3:43])([CH3:42])[CH3:41])([CH3:46])[CH3:45]. The catalyst class is: 2.